This data is from Kir2.1 potassium channel HTS with 301,493 compounds. The task is: Binary Classification. Given a drug SMILES string, predict its activity (active/inactive) in a high-throughput screening assay against a specified biological target. (1) The molecule is Brc1ccc(N2C(C(=C(O)C2=O)C(=O)C)c2c(F)cccc2)nc1. The result is 0 (inactive). (2) The drug is s1c(C(=O)NC(Cc2ccccc2)C(=O)NCCNC(=O)C)ccc1. The result is 0 (inactive). (3) The drug is O1C(=N/C(=C/N(C)C)C1=O)c1ccccc1. The result is 0 (inactive). (4) The molecule is O(c1ccc(C2(CCN(CC2)C)C#N)cc1)C. The result is 0 (inactive).